Dataset: HIV replication inhibition screening data with 41,000+ compounds from the AIDS Antiviral Screen. Task: Binary Classification. Given a drug SMILES string, predict its activity (active/inactive) in a high-throughput screening assay against a specified biological target. The result is 0 (inactive). The drug is O=C1NC(=S)NC1C(Cc1ccccc1)c1ccccc1.